Dataset: TCR-epitope binding with 47,182 pairs between 192 epitopes and 23,139 TCRs. Task: Binary Classification. Given a T-cell receptor sequence (or CDR3 region) and an epitope sequence, predict whether binding occurs between them. (1) The epitope is FSKQLQQSM. The TCR CDR3 sequence is CASTTTDSNQPQHF. Result: 0 (the TCR does not bind to the epitope). (2) The epitope is FRYMNSQGL. The TCR CDR3 sequence is CAISWDRTYEQYF. Result: 1 (the TCR binds to the epitope). (3) The epitope is ALSKGVHFV. The TCR CDR3 sequence is CASSEPPNGYTF. Result: 0 (the TCR does not bind to the epitope). (4) The epitope is FPPTSFGPL. The TCR CDR3 sequence is CASSLAYGSGVKDEQFF. Result: 0 (the TCR does not bind to the epitope). (5) The epitope is FSKQLQQSM. The TCR CDR3 sequence is CASTRNAFYSLGTGELFF. Result: 0 (the TCR does not bind to the epitope). (6) The epitope is YSEHPTFTSQY. Result: 0 (the TCR does not bind to the epitope). The TCR CDR3 sequence is CASSYERQAYGYTF. (7) The epitope is TLVPQEHYV. The TCR CDR3 sequence is CASSPGASIKAADTQYF. Result: 0 (the TCR does not bind to the epitope).